This data is from Full USPTO retrosynthesis dataset with 1.9M reactions from patents (1976-2016). The task is: Predict the reactants needed to synthesize the given product. Given the product [F:8][C:9]1[CH:14]=[CH:13][C:12]([CH:15]2[C:24]([CH3:26])([CH3:25])[CH2:23][C:22]3[C:17](=[CH:18][CH:19]=[C:20]([C:27]([NH:5][S:2]([CH3:1])(=[O:4])=[O:3])=[O:28])[CH:21]=3)[NH:16]2)=[CH:11][C:10]=1[N:30]1[CH2:31][CH2:32][O:33][CH2:34][CH2:35]1, predict the reactants needed to synthesize it. The reactants are: [CH3:1][S:2]([NH2:5])(=[O:4])=[O:3].[H-].[Na+].[F:8][C:9]1[CH:14]=[CH:13][C:12]([CH:15]2[C:24]([CH3:26])([CH3:25])[CH2:23][C:22]3[C:17](=[CH:18][CH:19]=[C:20]([C:27](O)=[O:28])[CH:21]=3)[NH:16]2)=[CH:11][C:10]=1[N:30]1[CH2:35][CH2:34][O:33][CH2:32][CH2:31]1.C(N1C=CN=C1)(N1C=CN=C1)=O.